From a dataset of Catalyst prediction with 721,799 reactions and 888 catalyst types from USPTO. Predict which catalyst facilitates the given reaction. (1) Reactant: [N:1]1[CH:6]=[CH:5][C:4](/[CH:7]=[CH:8]/[C:9]([OH:11])=O)=[CH:3][CH:2]=1.CCN=C=NCCCN(C)C.C1C=CC2N(O)N=NC=2C=1.CCN(CC)CC.[C:40]([O:44][C:45]([N:47]1[CH2:52][CH2:51][CH:50]([NH:53][CH3:54])[CH2:49][CH2:48]1)=[O:46])([CH3:43])([CH3:42])[CH3:41]. Product: [C:40]([O:44][C:45]([N:47]1[CH2:48][CH2:49][CH:50]([N:53]([CH3:54])[C:9](=[O:11])/[CH:8]=[CH:7]/[C:4]2[CH:3]=[CH:2][N:1]=[CH:6][CH:5]=2)[CH2:51][CH2:52]1)=[O:46])([CH3:43])([CH3:42])[CH3:41]. The catalyst class is: 2. (2) Reactant: [CH:1]1([CH:4]([C:10]2[CH:15]=[CH:14][C:13]([F:16])=[C:12]([O:17]C)[CH:11]=2)[CH2:5][C:6]([O:8][CH3:9])=[O:7])[CH2:3][CH2:2]1.B(Br)(Br)Br.O. Product: [CH:1]1([CH:4]([C:10]2[CH:15]=[CH:14][C:13]([F:16])=[C:12]([OH:17])[CH:11]=2)[CH2:5][C:6]([O:8][CH3:9])=[O:7])[CH2:2][CH2:3]1. The catalyst class is: 4. (3) Reactant: CS[C:3]1[CH:4]=[CH:5][C:6]2[N:10]=[C:9]3[CH2:11][CH:12]([C:23]4[CH:28]=[C:27]([F:29])[C:26]([F:30])=[CH:25][C:24]=4[F:31])[CH:13]([NH:15][C:16](=[O:22])[O:17][C:18]([CH3:21])([CH3:20])[CH3:19])[CH2:14][N:8]3[C:7]=2[CH:32]=1.O[O:34][S:35]([O-:37])=O.[K+].[CH3:39]O. Product: [C:18]([O:17][C:16](=[O:22])[NH:15][C@H:13]1[CH2:14][N:8]2[C:9](=[N:10][C:6]3[CH:5]=[CH:4][C:3]([S:35]([CH3:39])(=[O:37])=[O:34])=[CH:32][C:7]=32)[CH2:11][C@@H:12]1[C:23]1[CH:28]=[C:27]([F:29])[C:26]([F:30])=[CH:25][C:24]=1[F:31])([CH3:19])([CH3:20])[CH3:21]. The catalyst class is: 13. (4) Reactant: [H-].[Na+].[OH:3][C:4]1[CH:13]=[CH:12][C:11]2[C:6](=[CH:7][CH:8]=[CH:9][CH:10]=2)[C:5]=1[CH:14]=[O:15].I[CH2:17][CH2:18][CH2:19][CH3:20].[Cl-].[NH4+]. Product: [CH2:17]([O:3][C:4]1[CH:13]=[CH:12][C:11]2[C:6](=[CH:7][CH:8]=[CH:9][CH:10]=2)[C:5]=1[CH:14]=[O:15])[CH2:18][CH2:19][CH3:20]. The catalyst class is: 9. (5) Reactant: [OH-].[Na+].[F:3][C:4]1[CH:5]=[C:6]([CH:32]=[CH:33][C:34]=1[CH3:35])[CH2:7][C@@H:8]1[CH2:12][CH2:11][CH2:10][N:9]1[CH2:13][C@@H:14]([OH:31])[CH2:15][O:16][C@@H:17]([C:19]1[CH:24]=[CH:23][CH:22]=[CH:21][C:20]=1/[CH:25]=[CH:26]/[C:27]([O:29]C)=[O:28])[CH3:18].O1CCCC1. Product: [F:3][C:4]1[CH:5]=[C:6]([CH:32]=[CH:33][C:34]=1[CH3:35])[CH2:7][C@@H:8]1[CH2:12][CH2:11][CH2:10][N:9]1[CH2:13][C@@H:14]([OH:31])[CH2:15][O:16][C@@H:17]([C:19]1[CH:24]=[CH:23][CH:22]=[CH:21][C:20]=1/[CH:25]=[CH:26]/[C:27]([OH:29])=[O:28])[CH3:18]. The catalyst class is: 5.